Dataset: Full USPTO retrosynthesis dataset with 1.9M reactions from patents (1976-2016). Task: Predict the reactants needed to synthesize the given product. (1) Given the product [OH:17][C:16]1[C:15]([C:12]2[CH:13]=[CH:14][C:9]([C:7]#[N:8])=[CH:10][CH:11]=2)=[C:21]([OH:22])[N:3]2[N:4]=[CH:5][N:6]=[C:2]2[N:1]=1, predict the reactants needed to synthesize it. The reactants are: [NH2:1][C:2]1[N:6]=[CH:5][NH:4][N:3]=1.[C:7]([C:9]1[CH:14]=[CH:13][C:12]([CH:15]([C:21](OCC)=[O:22])[C:16](OCC)=[O:17])=[CH:11][CH:10]=1)#[N:8].C(N(CCCC)CCCC)CCC.[OH-].[Na+]. (2) Given the product [Br:27][C:26]1[N:25]([CH3:28])[N:24]=[CH:23][C:22]=1[C:20](=[O:21])[CH2:19][N:10]([CH:9]=[O:30])[NH:11][C:12]([O:14][CH3:15])=[O:13], predict the reactants needed to synthesize it. The reactants are: COC1C=CC(CN[CH:9]=[N:10][NH:11][C:12]([O:14][CH3:15])=[O:13])=CC=1.Br[CH2:19][C:20]([C:22]1[CH:23]=[N:24][N:25]([CH3:28])[C:26]=1[Br:27])=[O:21].C(=O)([O-])[O-:30].[Na+].[Na+].C(N(CC)C(C)C)(C)C.